This data is from Catalyst prediction with 721,799 reactions and 888 catalyst types from USPTO. The task is: Predict which catalyst facilitates the given reaction. (1) Reactant: [Cl:1][C:2]1[CH:3]=[N:4][CH:5]=[CH:6][C:7]=1[CH:8]1[C:13]([C:14]2[CH:19]=[CH:18][C:17]([C:20]([F:23])([F:22])[F:21])=[CH:16][CH:15]=2)=[N:12][NH:11][C:10](=[O:24])[CH2:9]1.BrBr. Product: [Cl:1][C:2]1[CH:3]=[N:4][CH:5]=[CH:6][C:7]=1[C:8]1[CH:9]=[C:10]([OH:24])[N:11]=[N:12][C:13]=1[C:14]1[CH:15]=[CH:16][C:17]([C:20]([F:21])([F:22])[F:23])=[CH:18][CH:19]=1. The catalyst class is: 15. (2) Reactant: [NH2:1][C:2]1[C:10]2[C:5](=[N:6][C:7]([C:11]3[CH:12]=[C:13]([CH:20]=[CH:21][C:22]=3[CH3:23])[C:14]([NH:16][CH:17]3[CH2:19][CH2:18]3)=[O:15])=[CH:8][CH:9]=2)[NH:4][N:3]=1.[CH3:24][C:25]1[C:29]([S:30](Cl)(=[O:32])=[O:31])=[C:28]([CH3:34])[O:27][N:26]=1. Product: [CH:17]1([NH:16][C:14](=[O:15])[C:13]2[CH:20]=[CH:21][C:22]([CH3:23])=[C:11]([C:7]3[N:6]=[C:5]4[NH:4][N:3]=[C:2]([NH:1][S:30]([C:29]5[C:25]([CH3:24])=[N:26][O:27][C:28]=5[CH3:34])(=[O:32])=[O:31])[C:10]4=[CH:9][CH:8]=3)[CH:12]=2)[CH2:18][CH2:19]1. The catalyst class is: 17. (3) Reactant: [CH3:1][N:2]1[CH2:7][CH2:6][CH2:5][CH:4]([CH2:8][C:9](O)=[O:10])[CH2:3]1.[H-].[Al+3].[Li+].[H-].[H-].[H-].C1COCC1.[OH-].[Na+]. Product: [CH3:1][N:2]1[CH2:7][CH2:6][CH2:5][CH:4]([CH2:8][CH2:9][OH:10])[CH2:3]1. The catalyst class is: 6. (4) Reactant: [Cl:1][C:2]1[CH:3]=[CH:4][C:5]([NH:8][CH2:9][C@@H:10]2[CH2:15][CH2:14][C@H:13]([CH3:16])[CH2:12][N:11]2C(OC(C)(C)C)=O)=[N:6][CH:7]=1.C(O)(C(F)(F)F)=O. Product: [Cl:1][C:2]1[CH:3]=[CH:4][C:5]([NH:8][CH2:9][C@@H:10]2[CH2:15][CH2:14][C@H:13]([CH3:16])[CH2:12][NH:11]2)=[N:6][CH:7]=1. The catalyst class is: 2. (5) Reactant: C(=O)(O)O.[NH2:5][C:6]([NH2:8])=[NH:7].[CH3:9][O:10][C:11]1[CH:26]=[CH:25][C:24]([CH2:27][C:28]([O:30][CH3:31])=[O:29])=[CH:23][C:12]=1[CH2:13][CH:14]([C:20](=O)[CH3:21])[C:15](OCC)=[O:16]. The catalyst class is: 5. Product: [NH2:7][C:6]1[N:8]=[C:15]([OH:16])[C:14]([CH2:13][C:12]2[CH:23]=[C:24]([CH2:27][C:28]([O:30][CH3:31])=[O:29])[CH:25]=[CH:26][C:11]=2[O:10][CH3:9])=[C:20]([CH3:21])[N:5]=1. (6) Reactant: C[Si](C)(C)[C:3]1[CH:8]=[CH:7][CH:6]=[C:5]([C:9]2[CH:18]=[CH:17][C:16]3[C:11](=[CH:12][CH:13]=[CH:14][CH:15]=3)[CH:10]=2)[CH:4]=1.[CH2:21]1COC[CH2:22]1.CO.O.[K]. Product: [C:21]([C:3]1[CH:4]=[C:5]([C:9]2[CH:18]=[CH:17][C:16]3[C:11](=[CH:12][CH:13]=[CH:14][CH:15]=3)[CH:10]=2)[CH:6]=[CH:7][CH:8]=1)#[CH:22]. The catalyst class is: 6.